Dataset: Peptide-MHC class I binding affinity with 185,985 pairs from IEDB/IMGT. Task: Regression. Given a peptide amino acid sequence and an MHC pseudo amino acid sequence, predict their binding affinity value. This is MHC class I binding data. (1) The MHC is HLA-A68:02 with pseudo-sequence HLA-A68:02. The binding affinity (normalized) is 0.855. The peptide sequence is YLYNKYSFKL. (2) The peptide sequence is YQCYNAVKM. The MHC is HLA-B15:01 with pseudo-sequence HLA-B15:01. The binding affinity (normalized) is 0.526. (3) The peptide sequence is VPNYNLIIM. The MHC is H-2-Kb with pseudo-sequence H-2-Kb. The binding affinity (normalized) is 0.0940. (4) The peptide sequence is ISAGFSLWIY. The MHC is HLA-A24:02 with pseudo-sequence HLA-A24:02. The binding affinity (normalized) is 0.